From a dataset of Full USPTO retrosynthesis dataset with 1.9M reactions from patents (1976-2016). Predict the reactants needed to synthesize the given product. (1) The reactants are: [C:1]1([C:10]2[C:5](=[CH:6][CH:7]=[CH:8][CH:9]=2)[CH2:4][O:3]1)=[O:2].C1C(=O)[N:15](Br)C(=O)C1.CC(N=NC(C#N)(C)C)(C#N)C.C(NCC)C. Given the product [CH:4]([C:5]1[CH:6]=[CH:7][CH:8]=[CH:9][C:10]=1[C:1]([NH2:15])=[O:2])=[O:3], predict the reactants needed to synthesize it. (2) Given the product [CH3:3][CH:2]([S:4]([C:7]1[CH:8]=[C:9]2[C:14](=[CH:15][C:16]=1[O:17][CH3:18])[N:13]=[C:12]([C:19]1[CH:24]=[CH:23][CH:22]=[C:21]([C:25]([F:27])([F:28])[F:26])[CH:20]=1)[C:11]([CH2:29][N:30]1[CH2:31][CH2:32][CH:33]([N:36]3[CH2:37][CH2:38][O:39][CH2:40][CH2:41]3)[CH2:34][CH2:35]1)=[C:10]2[C:42]([NH:48][C@H:47]([C:49]1[CH:54]=[CH:53][CH:52]=[CH:51][CH:50]=1)[C:46]([F:55])([F:56])[F:45])=[O:43])(=[O:5])=[O:6])[CH3:1], predict the reactants needed to synthesize it. The reactants are: [CH3:1][CH:2]([S:4]([C:7]1[CH:8]=[C:9]2[C:14](=[CH:15][C:16]=1[O:17][CH3:18])[N:13]=[C:12]([C:19]1[CH:24]=[CH:23][CH:22]=[C:21]([C:25]([F:28])([F:27])[F:26])[CH:20]=1)[C:11]([CH2:29][N:30]1[CH2:35][CH2:34][CH:33]([N:36]3[CH2:41][CH2:40][O:39][CH2:38][CH2:37]3)[CH2:32][CH2:31]1)=[C:10]2[C:42](O)=[O:43])(=[O:6])=[O:5])[CH3:3].[F:45][C:46]([F:56])([F:55])[C@@H:47]([C:49]1[CH:54]=[CH:53][CH:52]=[CH:51][CH:50]=1)[NH2:48].C(N(CC)C(C)C)(C)C.C(P1(=O)OP(=O)(CCC)OP(=O)(CCC)O1)CC. (3) Given the product [CH3:6][O:5][C:1]([C:2]1[N:7]([CH:10]([CH3:18])[C:11]([OH:13])=[O:12])[N:8]=[N:9][CH:3]=1)=[O:4], predict the reactants needed to synthesize it. The reactants are: [C:1]([O:5][CH3:6])(=[O:4])[C:2]#[CH:3].[N:7]([CH:10]([CH3:18])[C:11]([O:13]C(C)(C)C)=[O:12])=[N+:8]=[N-:9].